From a dataset of NCI-60 drug combinations with 297,098 pairs across 59 cell lines. Regression. Given two drug SMILES strings and cell line genomic features, predict the synergy score measuring deviation from expected non-interaction effect. (1) Drug 1: C(=O)(N)NO. Drug 2: CS(=O)(=O)OCCCCOS(=O)(=O)C. Cell line: DU-145. Synergy scores: CSS=0.351, Synergy_ZIP=-0.354, Synergy_Bliss=0.185, Synergy_Loewe=-4.74, Synergy_HSA=-3.93. (2) Drug 1: CC12CCC3C(C1CCC2=O)CC(=C)C4=CC(=O)C=CC34C. Drug 2: CC1=C2C(C(=O)C3(C(CC4C(C3C(C(C2(C)C)(CC1OC(=O)C(C(C5=CC=CC=C5)NC(=O)OC(C)(C)C)O)O)OC(=O)C6=CC=CC=C6)(CO4)OC(=O)C)O)C)O. Cell line: PC-3. Synergy scores: CSS=42.2, Synergy_ZIP=-6.41, Synergy_Bliss=-8.92, Synergy_Loewe=-7.41, Synergy_HSA=-5.76. (3) Drug 1: C1C(C(OC1N2C=NC3=C(N=C(N=C32)Cl)N)CO)O. Drug 2: CC1CCCC2(C(O2)CC(NC(=O)CC(C(C(=O)C(C1O)C)(C)C)O)C(=CC3=CSC(=N3)C)C)C. Cell line: NCI/ADR-RES. Synergy scores: CSS=45.1, Synergy_ZIP=0.463, Synergy_Bliss=0.687, Synergy_Loewe=1.60, Synergy_HSA=2.26.